Dataset: Catalyst prediction with 721,799 reactions and 888 catalyst types from USPTO. Task: Predict which catalyst facilitates the given reaction. (1) Reactant: [NH2:1][C@@H:2]([CH3:12])[C@@H:3]([C:5]1[CH:10]=[CH:9][C:8]([OH:11])=[CH:7][CH:6]=1)[OH:4].Br[CH2:14][CH2:15][C:16]1[CH:30]=[CH:29][C:19]([O:20][C:21]([CH3:28])([CH3:27])[C:22]([O:24][CH2:25][CH3:26])=[O:23])=[CH:18][C:17]=1[Cl:31].C(N(CC)C(C)C)(C)C.O. Product: [Cl:31][C:17]1[CH:18]=[C:19]([CH:29]=[CH:30][C:16]=1[CH2:15][CH2:14][NH:1][C@@H:2]([CH3:12])[C@H:3]([OH:4])[C:5]1[CH:10]=[CH:9][C:8]([OH:11])=[CH:7][CH:6]=1)[O:20][C:21]([CH3:28])([CH3:27])[C:22]([O:24][CH2:25][CH3:26])=[O:23]. The catalyst class is: 9. (2) Reactant: [C:1]([O:5][C:6]([NH:8][C:9]([CH3:14])([CH3:13])[C:10]([OH:12])=O)=[O:7])([CH3:4])([CH3:3])[CH3:2].C(N(CC)CC)C.C1C=CC2N(O)N=NC=2C=1.CCN=C=NCCCN(C)C.[Cl:43][C:44]1[CH:53]=[CH:52][C:51]2[C:46](=[CH:47][C:48]([N:54]3[CH2:59][CH2:58][NH:57][CH2:56][CH2:55]3)=[CH:49][N:50]=2)[N:45]=1. Product: [Cl:43][C:44]1[N:45]=[C:46]2[C:51](=[CH:52][CH:53]=1)[N:50]=[CH:49][C:48]([N:54]1[CH2:59][CH2:58][N:57]([C:10](=[O:12])[C:9]([NH:8][C:6](=[O:7])[O:5][C:1]([CH3:2])([CH3:3])[CH3:4])([CH3:14])[CH3:13])[CH2:56][CH2:55]1)=[CH:47]2. The catalyst class is: 2. (3) Reactant: Br[C:2]1[CH:7]=[CH:6][C:5]([NH:8][C:9]2[N:14]=[C:13]([NH:15][CH3:16])[C:12]([C:17]([F:20])([F:19])[F:18])=[CH:11][N:10]=2)=[C:4]([O:21][CH3:22])[CH:3]=1.C([O-])([O-])=O.[K+].[K+].[CH3:29][N:30]1[CH:34]=[C:33](B2OC(C)(C)C(C)(C)O2)[CH:32]=[N:31]1. Product: [CH3:22][O:21][C:4]1[CH:3]=[C:2]([C:33]2[CH:32]=[N:31][N:30]([CH3:29])[CH:34]=2)[CH:7]=[CH:6][C:5]=1[NH:8][C:9]1[N:14]=[C:13]([NH:15][CH3:16])[C:12]([C:17]([F:20])([F:19])[F:18])=[CH:11][N:10]=1. The catalyst class is: 70. (4) Reactant: [F:1][C:2]1[CH:7]=[CH:6][C:5]([F:8])=[CH:4][C:3]=1[CH:9]([S:20]([C:23]1[CH:28]=[CH:27][C:26]([F:29])=[CH:25][CH:24]=1)(=[O:22])=[O:21])[C:10]1[C:11]([CH3:19])=[CH:12][C:13]([C:16]([OH:18])=O)=[N:14][CH:15]=1.[OH:30][N:31]1[C:35]2C=CC=CC=2N=N1.Cl.[CH2:41](N=C=NCCCN(C)C)C.CN1CCOCC1. Product: [F:1][C:2]1[CH:7]=[CH:6][C:5]([F:8])=[CH:4][C:3]=1[CH:9]([S:20]([C:23]1[CH:28]=[CH:27][C:26]([F:29])=[CH:25][CH:24]=1)(=[O:22])=[O:21])[C:10]1[C:11]([CH3:19])=[CH:12][C:13]([C:16]([N:31]([O:30][CH3:41])[CH3:35])=[O:18])=[N:14][CH:15]=1. The catalyst class is: 2. (5) Reactant: [CH3:1][N:2]1[C:10]2[C:5](=[CH:6][CH:7]=[CH:8][CH:9]=2)[C:4]([C:11]([N:13]2[CH2:18][CH2:17][N:16]([C:19]3[CH:24]=[CH:23][C:22]([O:25][CH2:26][CH2:27][CH2:28][N:29]4[CH2:34][CH2:33][CH2:32][CH2:31][CH2:30]4)=[CH:21][CH:20]=3)[CH2:15][CH2:14]2)=[O:12])=[C:3]1[CH2:35][C:36]([O:38]CC)=[O:37].[OH-].[Na+]. Product: [CH3:1][N:2]1[C:10]2[C:5](=[CH:6][CH:7]=[CH:8][CH:9]=2)[C:4]([C:11]([N:13]2[CH2:18][CH2:17][N:16]([C:19]3[CH:20]=[CH:21][C:22]([O:25][CH2:26][CH2:27][CH2:28][N:29]4[CH2:34][CH2:33][CH2:32][CH2:31][CH2:30]4)=[CH:23][CH:24]=3)[CH2:15][CH2:14]2)=[O:12])=[C:3]1[CH2:35][C:36]([OH:38])=[O:37]. The catalyst class is: 24. (6) Reactant: [NH2:1][C:2]1([C:10]#[N:11])[CH2:7][O:6][C:5]([CH3:9])([CH3:8])[O:4][CH2:3]1.ClC(Cl)C.Cl.[F:17][C:18]1[CH:38]=[CH:37][CH:36]=[C:35]([F:39])[C:19]=1[CH2:20][O:21][C:22]1[C:23]2[N:24]([C:28]([C:32](Cl)=[O:33])=[C:29]([CH3:31])[N:30]=2)[CH:25]=[CH:26][CH:27]=1. Product: [C:10]([C:2]1([NH:1][C:32]([C:28]2[N:24]3[CH:25]=[CH:26][CH:27]=[C:22]([O:21][CH2:20][C:19]4[C:18]([F:17])=[CH:38][CH:37]=[CH:36][C:35]=4[F:39])[C:23]3=[N:30][C:29]=2[CH3:31])=[O:33])[CH2:7][O:6][C:5]([CH3:8])([CH3:9])[O:4][CH2:3]1)#[N:11]. The catalyst class is: 66. (7) Reactant: Br[C:2]1[CH:7]=[CH:6][C:5]([CH2:8][CH2:9][CH2:10][N:11]2[CH2:16][CH2:15][O:14][CH2:13][CH2:12]2)=[CH:4][CH:3]=1.[B:17]1([B:17]2[O:21][C:20]([CH3:23])([CH3:22])[C:19]([CH3:25])([CH3:24])[O:18]2)[O:21][C:20]([CH3:23])([CH3:22])[C:19]([CH3:25])([CH3:24])[O:18]1.CC([O-])=O.[K+]. Product: [CH3:24][C:19]1([CH3:25])[C:20]([CH3:23])([CH3:22])[O:21][B:17]([C:2]2[CH:7]=[CH:6][C:5]([CH2:8][CH2:9][CH2:10][N:11]3[CH2:16][CH2:15][O:14][CH2:13][CH2:12]3)=[CH:4][CH:3]=2)[O:18]1. The catalyst class is: 151. (8) Reactant: [NH2:1][C:2]1[CH:3]=[C:4]([CH:17]=[CH:18][CH:19]=1)[O:5][C:6]1[C:15]2[C:10](=[CH:11][CH:12]=[CH:13][CH:14]=2)[NH:9][C:8](=[O:16])[CH:7]=1.CO.C([BH3-])#N.[N:25]1[CH:30]=[CH:29][CH:28]=[CH:27][C:26]=1[CH2:31][N:32]1[CH2:37][CH2:36][C:35](=O)[CH2:34][CH2:33]1. Product: [N:25]1[CH:30]=[CH:29][CH:28]=[CH:27][C:26]=1[CH2:31][N:32]1[CH2:37][CH2:36][CH:35]([NH:1][C:2]2[CH:3]=[C:4]([CH:17]=[CH:18][CH:19]=2)[O:5][C:6]2[C:15]3[C:10](=[CH:11][CH:12]=[CH:13][CH:14]=3)[NH:9][C:8](=[O:16])[CH:7]=2)[CH2:34][CH2:33]1. The catalyst class is: 2.